Dataset: Forward reaction prediction with 1.9M reactions from USPTO patents (1976-2016). Task: Predict the product of the given reaction. (1) Given the reactants [C:1]1([CH:7]2[CH2:12][CH2:11][C:10](=O)[CH2:9][CH2:8]2)[CH:6]=[CH:5][CH:4]=[CH:3][CH:2]=1.[NH:14]1[CH2:17][CH:16]([NH:18][C:19]([CH2:21][NH:22][C:23](=[O:38])[C:24]2[CH:29]=[C:28]([C:30]([F:33])([F:32])[F:31])[CH:27]=[C:26]([C:34]([F:37])([F:36])[F:35])[CH:25]=2)=[O:20])[CH2:15]1, predict the reaction product. The product is: [C:1]1([CH:7]2[CH2:12][CH2:11][CH:10]([N:14]3[CH2:17][CH:16]([NH:18][C:19]([CH2:21][NH:22][C:23](=[O:38])[C:24]4[CH:29]=[C:28]([C:30]([F:33])([F:32])[F:31])[CH:27]=[C:26]([C:34]([F:35])([F:37])[F:36])[CH:25]=4)=[O:20])[CH2:15]3)[CH2:9][CH2:8]2)[CH:6]=[CH:5][CH:4]=[CH:3][CH:2]=1. (2) Given the reactants [CH3:1][C:2]1([CH2:9][S:10](Cl)(=[O:12])=[O:11])[C:6](=[O:7])[NH:5][C:4](=[O:8])[NH:3]1.[CH3:14][C:15]1[CH:24]=[C:23]([CH2:25][O:26][C:27]2[CH:33]=[CH:32][C:30]([NH2:31])=[CH:29][CH:28]=2)[C:22]2[C:17](=[CH:18][CH:19]=[CH:20][CH:21]=2)[N:16]=1.C(N(CC)CC)C, predict the reaction product. The product is: [CH3:1][C:2]1([CH2:9][S:10]([NH:31][C:30]2[CH:29]=[CH:28][C:27]([O:26][CH2:25][C:23]3[C:22]4[C:17](=[CH:18][CH:19]=[CH:20][CH:21]=4)[N:16]=[C:15]([CH3:14])[CH:24]=3)=[CH:33][CH:32]=2)(=[O:12])=[O:11])[C:6](=[O:7])[NH:5][C:4](=[O:8])[NH:3]1. (3) Given the reactants [F:1][C:2]1[CH:7]=[C:6]([CH:8]2[CH2:13][CH2:12][NH:11][CH2:10][CH2:9]2)[C:5]([CH3:14])=[CH:4][C:3]=1[NH:15][C:16]1[N:21]=[C:20]([NH:22][C:23]2[CH:27]=[C:26]([CH3:28])[NH:25][N:24]=2)[C:19]([C:29]([F:32])([F:31])[F:30])=[CH:18][N:17]=1.Br[CH2:34][CH:35]1[CH2:37][C:36]1([F:39])[F:38].C(N(CC)CC)C, predict the reaction product. The product is: [F:38][C:36]1([F:39])[CH2:37][CH:35]1[CH2:34][N:11]1[CH2:10][CH2:9][CH:8]([C:6]2[C:5]([CH3:14])=[CH:4][C:3]([NH:15][C:16]3[N:21]=[C:20]([NH:22][C:23]4[CH:27]=[C:26]([CH3:28])[NH:25][N:24]=4)[C:19]([C:29]([F:32])([F:30])[F:31])=[CH:18][N:17]=3)=[C:2]([F:1])[CH:7]=2)[CH2:13][CH2:12]1. (4) Given the reactants C(OC([NH:8]C1C(B(O)O)=CC=CN=1)=O)(C)(C)C.Cl.C(=O)([O-])[O-].[Na+].[Na+].[CH3:25][CH:26]([CH3:45])[CH2:27][C:28]1[N:29]([CH2:42][CH2:43][CH3:44])[N:30]=[C:31]2[C:40]=1[C:39]1[CH:38]=[CH:37][CH:36]=C[C:34]=1[N:33]=[C:32]2[NH2:41].C1(P(C2C=CC=CC=2)C2C=CC=CC=2)C=CC=CC=1, predict the reaction product. The product is: [CH3:25][CH:26]([CH3:45])[CH2:27][C:28]1[N:29]([CH2:42][CH2:43][CH3:44])[N:30]=[C:31]2[C:40]=1[C:39]1[CH:38]=[CH:37][CH:36]=[N:8][C:34]=1[N:33]=[C:32]2[NH2:41]. (5) Given the reactants [CH3:1][O:2][C:3]1[CH:8]=[CH:7][C:6]([CH:9]([CH3:13])[C:10](O)=[O:11])=[CH:5][CH:4]=1.S(Cl)([Cl:16])=O, predict the reaction product. The product is: [CH3:1][O:2][C:3]1[CH:8]=[CH:7][C:6]([CH:9]([CH3:13])[C:10]([Cl:16])=[O:11])=[CH:5][CH:4]=1. (6) Given the reactants [CH3:1][O:2][C:3]1N=[C:5]2[C:10](=[CH:11][CH:12]=1)[N:9]=[CH:8][CH:7]=[C:6]2[N:13]1[CH:21]=[C:20]2[C:15](C[CH2:17][CH:18]([NH2:22])[CH2:19]2)=[N:14]1.Br[CH2:24][CH2:25][O:26][C:27]1[CH:32]=[C:31]([F:33])[CH:30]=[C:29]([F:34])[CH:28]=1.[C:35]([O-])([O-])=O.[Cs+].[Cs+].[Na+].[I-], predict the reaction product. The product is: [F:34][C:29]1[CH:28]=[C:27]([CH:32]=[C:31]([F:33])[CH:30]=1)[O:26][CH2:25][CH2:24][NH:22][CH:18]([CH3:17])[CH2:19][C:20]1[CH:15]=[N:14][N:13]([C:6]2[C:5]3[C:10](=[CH:11][CH:12]=[C:3]([O:2][CH3:1])[CH:35]=3)[N:9]=[CH:8][CH:7]=2)[CH:21]=1. (7) Given the reactants [F:1][C:2]([F:27])([F:26])[C:3]1[CH:4]=[CH:5][C:6]([O:9][C:10]2[CH:15]=[CH:14][C:13]([O:16][C:17]([N:19]3[CH2:24][CH2:23][CH:22](O)[CH2:21][CH2:20]3)=[O:18])=[CH:12][CH:11]=2)=[N:7][CH:8]=1.[CH2:28]([O:31][C:32](=[O:40])[C:33]1[CH:38]=[CH:37][C:36]([OH:39])=[CH:35][CH:34]=1)[CH:29]=[CH2:30].[C:41](OCC)(=O)C.CCCCCCC, predict the reaction product. The product is: [F:27][C:2]([F:26])([F:1])[C:3]1[CH:4]=[CH:5][C:6]([O:9][C:10]2[CH:11]=[CH:12][C:13]([O:16][C:17]([N:19]3[CH2:20][CH2:21][CH:22]([CH2:41][O:39][C:36]4[CH:37]=[CH:38][C:33]([C:32]([O:31][CH2:28][CH:29]=[CH2:30])=[O:40])=[CH:34][CH:35]=4)[CH2:23][CH2:24]3)=[O:18])=[CH:14][CH:15]=2)=[N:7][CH:8]=1. (8) Given the reactants [Cl:1][C:2]1[CH:7]=[CH:6][C:5]([B:8]2[C:12]3[CH:13]=[CH:14][CH:15]=[CH:16][C:11]=3[CH2:10][O:9]2)=[C:4]([O:17]C)[CH:3]=1.B(Br)(Br)Br.CO.Cl, predict the reaction product. The product is: [Cl:1][C:2]1[CH:7]=[CH:6][C:5]([B:8]2[C:12]3[CH:13]=[CH:14][CH:15]=[CH:16][C:11]=3[CH2:10][O:9]2)=[C:4]([OH:17])[CH:3]=1. (9) Given the reactants [N:1]([O-])=O.[Na+].[CH]Cl.[F:7][C:8]1[CH:9]=[C:10]([C:14]2[C:18]([C:19]#[C:20][C:21]3[CH:26]=[CH:25][CH:24]=[CH:23][CH:22]=3)=[C:17]([NH2:27])[NH:16][N:15]=2)[CH:11]=[CH:12][CH:13]=1.[Na+].[Cl-:29], predict the reaction product. The product is: [Cl:29][C:19]1[C:20]([C:21]2[CH:22]=[CH:23][CH:24]=[CH:25][CH:26]=2)=[N:1][N:27]=[C:17]2[NH:16][N:15]=[C:14]([C:10]3[CH:11]=[CH:12][CH:13]=[C:8]([F:7])[CH:9]=3)[C:18]=12.